Dataset: Forward reaction prediction with 1.9M reactions from USPTO patents (1976-2016). Task: Predict the product of the given reaction. (1) Given the reactants [Cl:1][C:2]1[CH:3]=[CH:4][C:5]([NH:8][C:9](=[O:25])[C:10]2[CH:15]=[C:14]([F:16])[CH:13]=[CH:12][C:11]=2[NH:17][CH2:18][CH:19]2[CH2:24][CH2:23][NH:22][CH2:21][CH2:20]2)=[N:6][CH:7]=1.Cl[C:27]1[CH:32]=[CH:31][N:30]=[C:29]([C:33]([OH:35])=[O:34])[CH:28]=1.C(N(CC)CC)C, predict the reaction product. The product is: [C:33]([C:29]1[CH:28]=[C:27]([N:22]2[CH2:21][CH2:20][CH:19]([CH2:18][NH:17][C:11]3[CH:12]=[CH:13][C:14]([F:16])=[CH:15][C:10]=3[C:9]([NH:8][C:5]3[CH:4]=[CH:3][C:2]([Cl:1])=[CH:7][N:6]=3)=[O:25])[CH2:24][CH2:23]2)[CH:32]=[CH:31][N:30]=1)([OH:35])=[O:34]. (2) Given the reactants [C:1]([O:4][C@H:5]1[CH2:10][CH2:9][C@H:8]2[C@H:11]3[C@H:21]([CH2:22][CH2:23][C@:6]12[CH3:7])[C@:19]1([CH3:20])[C:14](=[CH:15][C:16](=[O:24])[CH2:17][CH2:18]1)[C:13](=[CH2:25])[CH2:12]3)(=[O:3])[CH3:2].ClC1C(=O)C(C#N)=C(C#N)C(=O)C=1Cl.FC(F)(F)S(O)(=O)=O.FC(F)(F)C(=N[Si](C)(C)C)O[Si](C)(C)C, predict the reaction product. The product is: [C:1]([O:4][C@H:5]1[CH2:10][CH2:9][C@H:8]2[C@H:11]3[C@H:21]([CH2:22][CH2:23][C@:6]12[CH3:7])[C@:19]1([CH3:20])[C:14](=[CH:15][C:16](=[O:24])[CH:17]=[CH:18]1)[C:13](=[CH2:25])[CH2:12]3)(=[O:3])[CH3:2].